This data is from Forward reaction prediction with 1.9M reactions from USPTO patents (1976-2016). The task is: Predict the product of the given reaction. (1) Given the reactants [NH:1]1[C:9]2[C:4](=[CH:5][C:6]([C:10]3[CH:17]=[CH:16][C:13]([C:14]#[N:15])=[CH:12][CH:11]=3)=[CH:7][CH:8]=2)[CH:3]=[CH:2]1.[CH3:18][C:19]([O:22][C:23](O[C:23]([O:22][C:19]([CH3:21])([CH3:20])[CH3:18])=[O:24])=[O:24])([CH3:21])[CH3:20], predict the reaction product. The product is: [C:14]([C:13]1[CH:12]=[CH:11][C:10]([C:6]2[CH:5]=[C:4]3[C:9](=[CH:8][CH:7]=2)[N:1]([C:23]([O:22][C:19]([CH3:21])([CH3:20])[CH3:18])=[O:24])[CH:2]=[CH:3]3)=[CH:17][CH:16]=1)#[N:15]. (2) Given the reactants [Cl:1][C:2]1[CH:7]=[CH:6][C:5]([C:8]([F:11])([F:10])[F:9])=[CH:4][N:3]=1.NC(N)=[O:14].OO.FC(F)(F)C(OC(=O)C(F)(F)F)=O, predict the reaction product. The product is: [Cl:1][C:2]1[CH:7]=[CH:6][C:5]([C:8]([F:9])([F:10])[F:11])=[CH:4][N+:3]=1[O-:14].